Dataset: Forward reaction prediction with 1.9M reactions from USPTO patents (1976-2016). Task: Predict the product of the given reaction. (1) Given the reactants [Br:1][C:2]1[CH:18]=[CH:17][C:5]([O:6][CH:7]2[CH2:16][CH2:15][C:10]3(OCC[O:11]3)[CH2:9][CH2:8]2)=[CH:4][CH:3]=1.Cl.C([O-])(O)=O.[Na+], predict the reaction product. The product is: [Br:1][C:2]1[CH:3]=[CH:4][C:5]([O:6][CH:7]2[CH2:8][CH2:9][C:10](=[O:11])[CH2:15][CH2:16]2)=[CH:17][CH:18]=1. (2) Given the reactants [Cl:1][C:2]1[CH:3]=[N:4][C:5]([N:8]2[CH2:13][CH2:12][CH:11]([NH:14][CH:15]3[CH2:17][CH2:16]3)[CH2:10][CH2:9]2)=[N:6][CH:7]=1.[N:18]1([C:23]2[CH:31]=[CH:30][C:26]([C:27](O)=[O:28])=[CH:25][CH:24]=2)[CH:22]=[N:21][CH:20]=[N:19]1, predict the reaction product. The product is: [Cl:1][C:2]1[CH:3]=[N:4][C:5]([N:8]2[CH2:13][CH2:12][CH:11]([N:14]([CH:15]3[CH2:17][CH2:16]3)[C:27](=[O:28])[C:26]3[CH:25]=[CH:24][C:23]([N:18]4[CH:22]=[N:21][CH:20]=[N:19]4)=[CH:31][CH:30]=3)[CH2:10][CH2:9]2)=[N:6][CH:7]=1. (3) Given the reactants C(OC([N:8]1[C:16]2[C:11](=[CH:12][C:13]([C:17](C)(C)O[SiH2]C(C)(C)C)=[CH:14][CH:15]=2)[CH:10]=[C:9]1[C:26]1[C:27](=[O:41])[N:28](COCC[Si](C)(C)C)[CH:29]=[C:30]([NH2:32])[CH:31]=1)=O)(C)(C)C.[C:42]1([C@@H:48]([N:50]2[CH:54]=[C:53]([C:55](Cl)=[O:56])[CH:52]=[N:51]2)[CH3:49])[CH:47]=[CH:46][CH:45]=[CH:44][CH:43]=1, predict the reaction product. The product is: [O:41]=[C:27]1[NH:28][CH:29]=[C:30]([NH:32][C:55]([C:53]2[CH:52]=[N:51][N:50]([C@H:48]([C:42]3[CH:47]=[CH:46][CH:45]=[CH:44][CH:43]=3)[CH3:49])[CH:54]=2)=[O:56])[CH:31]=[C:26]1[C:9]1[NH:8][C:16]2[C:11]([CH:10]=1)=[CH:12][C:13]([CH2:17][N:28]1[CH2:29][CH2:30][CH2:31][CH2:26][CH2:27]1)=[CH:14][CH:15]=2.